This data is from Reaction yield outcomes from USPTO patents with 853,638 reactions. The task is: Predict the reaction yield, written as a fraction of the theoretical maximum amount of product (1.0 means a 100% yield; for example, 0.34 means a 34% yield). (1) The product is [CH3:1][S:2]([C:4]1[CH:9]=[CH:8][C:7]([N:10]2[C:14]3[CH:15]=[C:16]([C:19]4[O:23][C:22]([S:24][CH2:26][C:27]5[CH:28]=[C:29]([CH:32]=[CH:33][CH:34]=5)[C:30]#[N:31])=[N:21][N:20]=4)[CH:17]=[CH:18][C:13]=3[N:12]=[CH:11]2)=[CH:6][CH:5]=1)=[O:3]. The reactants are [CH3:1][S:2]([C:4]1[CH:9]=[CH:8][C:7]([N:10]2[C:14]3[CH:15]=[C:16]([C:19]4[O:23][C:22]([SH:24])=[N:21][N:20]=4)[CH:17]=[CH:18][C:13]=3[N:12]=[CH:11]2)=[CH:6][CH:5]=1)=[O:3].Br[CH2:26][C:27]1[CH:28]=[C:29]([CH:32]=[CH:33][CH:34]=1)[C:30]#[N:31]. The yield is 0.670. No catalyst specified. (2) The reactants are [NH2:1][CH:2]1[CH2:15][C:5]2[NH:6][C:7]3[CH:8]=[CH:9][C:10]([C:13]#[N:14])=[CH:11][C:12]=3[C:4]=2[CH2:3]1.C(N(C(C)C)CC)(C)C.Cl[C:26]([O:28][CH:29]([CH3:31])[CH3:30])=[O:27]. The catalyst is C(Cl)Cl.O.C(OCC)C. The product is [CH:29]([O:28][C:26](=[O:27])[NH:1][CH:2]1[CH2:15][C:5]2[NH:6][C:7]3[CH:8]=[CH:9][C:10]([C:13]#[N:14])=[CH:11][C:12]=3[C:4]=2[CH2:3]1)([CH3:31])[CH3:30]. The yield is 0.610. (3) The yield is 0.0900. The product is [NH2:42][C:38]1[S:39][C:6]([C:8]2[CH:17]=[CH:16][C:15]3[C:10](=[CH:11][CH:12]=[C:13]([C:18]4[N:22]([CH:23]5[CH2:24][CH2:25][CH2:26][CH2:27][CH2:28]5)[C:21]5[CH:29]=[CH:30][C:31]([C:33]([OH:35])=[O:34])=[CH:32][C:20]=5[N:19]=4)[CH:14]=3)[N:9]=2)=[C:7]([CH3:2])[N:37]=1. The catalyst is C(O)C. The reactants are Br[C:2]1C=CC(O)=[C:6]([C:8]2[CH:17]=[CH:16][C:15]3[C:10](=[CH:11][CH:12]=[C:13]([C:18]4[N:22]([CH:23]5[CH2:28][CH2:27][CH2:26][CH2:25][CH2:24]5)[C:21]5[CH:29]=[CH:30][C:31]([C:33]([OH:35])=[O:34])=[CH:32][C:20]=5[N:19]=4)[CH:14]=3)[N:9]=2)[CH:7]=1.[NH2:37][C:38]1[S:39]C(C(=O)C)=C(C)[N:42]=1.[OH-].[K+]. (4) The reactants are [F:1][C:2]([F:23])([F:22])[C:3]1[CH:8]=[C:7]([C:9]2[CH:10]=[CH:11][C:12]3[N:19]4[CH2:20][C@H:15]([CH2:16][CH2:17][CH2:18]4)[NH:14][C:13]=3[N:21]=2)[CH:6]=[CH:5][N:4]=1.[C:24](=[O:35])(OC(Cl)(Cl)Cl)OC(Cl)(Cl)Cl.[N:36]1[CH:41]=[CH:40][N:39]=[CH:38][C:37]=1[NH2:42].CCN(CC)CC. The catalyst is C1COCC1.CCCCCC.CCOC(C)=O. The product is [N:36]1[CH:41]=[CH:40][N:39]=[CH:38][C:37]=1[NH:42][C:24]([N:14]1[C@@H:15]2[CH2:20][N:19]([CH2:18][CH2:17][CH2:16]2)[C:12]2[CH:11]=[CH:10][C:9]([C:7]3[CH:6]=[CH:5][N:4]=[C:3]([C:2]([F:1])([F:22])[F:23])[CH:8]=3)=[N:21][C:13]1=2)=[O:35]. The yield is 0.377. (5) The product is [OH:8][CH2:9][CH2:10][O:11][CH2:12][CH2:13][N:14]1[C:19](=[O:20])[CH:18]=[C:17]([NH:21][C:22]2[CH:27]=[CH:26][C:25]([CH3:28])=[C:24]([CH2:29][CH3:30])[CH:23]=2)[NH:16][C:15]1=[O:31]. The catalyst is [Pd].CO. The reactants are C([O:8][CH2:9][CH2:10][O:11][CH2:12][CH2:13][N:14]1[C:19](=[O:20])[CH:18]=[C:17]([NH:21][C:22]2[CH:27]=[CH:26][C:25]([CH3:28])=[C:24]([CH2:29][CH3:30])[CH:23]=2)[NH:16][C:15]1=[O:31])C1C=CC=CC=1. The yield is 0.920. (6) The reactants are [F:1][C:2]([F:14])([F:13])[O:3][C:4]1[CH:12]=[CH:11][C:7]([C:8]([OH:10])=O)=[CH:6][CH:5]=1.C1N=CN(C(N2C=NC=C2)=O)C=1.O[NH:28][C:29]([C:31]1[N:35]=[C:34]([CH3:36])[N:33]([CH2:37][C:38]2[CH:43]=[CH:42][CH:41]=[C:40]([N:44]3[CH2:49][CH2:48][N:47]([CH3:50])[CH2:46][CH2:45]3)[CH:39]=2)[N:32]=1)=[NH:30]. The catalyst is C(Cl)Cl. The product is [CH3:36][C:34]1[N:33]([CH2:37][C:38]2[CH:43]=[CH:42][CH:41]=[C:40]([N:44]3[CH2:49][CH2:48][N:47]([CH3:50])[CH2:46][CH2:45]3)[CH:39]=2)[N:32]=[C:31]([C:29]2[N:30]=[C:8]([C:7]3[CH:6]=[CH:5][C:4]([O:3][C:2]([F:1])([F:14])[F:13])=[CH:12][CH:11]=3)[O:10][N:28]=2)[N:35]=1. The yield is 0.180.